This data is from NCI-60 drug combinations with 297,098 pairs across 59 cell lines. The task is: Regression. Given two drug SMILES strings and cell line genomic features, predict the synergy score measuring deviation from expected non-interaction effect. Drug 1: CC1=C(C(=CC=C1)Cl)NC(=O)C2=CN=C(S2)NC3=CC(=NC(=N3)C)N4CCN(CC4)CCO. Drug 2: C1=NNC2=C1C(=O)NC=N2. Cell line: NCI/ADR-RES. Synergy scores: CSS=1.43, Synergy_ZIP=0.0868, Synergy_Bliss=-2.39, Synergy_Loewe=-6.18, Synergy_HSA=-5.17.